From a dataset of Forward reaction prediction with 1.9M reactions from USPTO patents (1976-2016). Predict the product of the given reaction. (1) Given the reactants [Cl:1][C:2]1[CH:44]=[C:43]([CH3:45])[CH:42]=[C:41]([Cl:46])[C:3]=1[O:4][CH2:5][CH2:6][O:7][C:8]1[CH:13]=[CH:12][C:11]([CH2:14][CH:15]([C:25]2[CH:30]=[CH:29][C:28](B3OC(C)(C)C(C)(C)O3)=[CH:27][C:26]=2[CH3:40])[CH2:16][NH:17][C:18](=[O:24])[O:19][C:20]([CH3:23])([CH3:22])[CH3:21])=[CH:10][CH:9]=1.[C:47](=[O:59])([O:49][CH2:50][CH2:51][C:52]1[CH:57]=[CH:56][CH:55]=[CH:54][C:53]=1Br)[NH2:48], predict the reaction product. The product is: [C:20]([O:19][C:18](=[O:24])[NH:17][CH2:16][CH:15]([C:25]1[CH:30]=[CH:29][C:28]([C:53]2[CH:54]=[CH:55][CH:56]=[CH:57][C:52]=2[CH2:51][CH2:50][O:49][C:47]([NH2:48])=[O:59])=[CH:27][C:26]=1[CH3:40])[CH2:14][C:11]1[CH:12]=[CH:13][C:8]([O:7][CH2:6][CH2:5][O:4][C:3]2[C:41]([Cl:46])=[CH:42][C:43]([CH3:45])=[CH:44][C:2]=2[Cl:1])=[CH:9][CH:10]=1)([CH3:23])([CH3:22])[CH3:21]. (2) Given the reactants [Cl:1][C:2]1[CH:3]=[C:4]([N:10]([CH2:27][C:28]2[CH:33]=[CH:32][CH:31]=[CH:30][C:29]=2[C:34]([F:37])([F:36])[F:35])[C@H:11]2[CH2:15][CH2:14][N:13]([CH2:16][C:17]3[CH:18]=[C:19]([CH:24]=[CH:25][CH:26]=3)[C:20]([O:22]C)=[O:21])[CH2:12]2)[CH:5]=[CH:6][C:7]=1[C:8]#[N:9].CCO.[OH-].[Na+].Cl, predict the reaction product. The product is: [Cl:1][C:2]1[CH:3]=[C:4]([N:10]([CH2:27][C:28]2[CH:33]=[CH:32][CH:31]=[CH:30][C:29]=2[C:34]([F:36])([F:35])[F:37])[C@H:11]2[CH2:15][CH2:14][N:13]([CH2:16][C:17]3[CH:18]=[C:19]([CH:24]=[CH:25][CH:26]=3)[C:20]([OH:22])=[O:21])[CH2:12]2)[CH:5]=[CH:6][C:7]=1[C:8]#[N:9]. (3) Given the reactants [CH3:1][C:2]1[CH:3]=[C:4]([CH:21]=[CH:22][C:23]=1[CH3:24])[C:5]([C:7]1[C:16](=[O:17])[C:15]2[CH:14]=[C:13]3[O:18][CH2:19][O:20][C:12]3=[CH:11][C:10]=2[NH:9][CH:8]=1)=[O:6].[H-].[Na+].Br.Br[CH2:29][C:30]1[CH:31]=[N:32][CH:33]=[CH:34][CH:35]=1, predict the reaction product. The product is: [CH3:1][C:2]1[CH:3]=[C:4]([CH:21]=[CH:22][C:23]=1[CH3:24])[C:5]([C:7]1[C:16](=[O:17])[C:15]2[CH:14]=[C:13]3[O:18][CH2:19][O:20][C:12]3=[CH:11][C:10]=2[N:9]([CH2:29][C:30]2[CH:31]=[N:32][CH:33]=[CH:34][CH:35]=2)[CH:8]=1)=[O:6]. (4) The product is: [Cl:24][C:5]1[C:6]2[CH:11]=[C:10]([CH3:12])[S:9][C:7]=2[N:8]=[C:3]([C:2]([F:21])([F:1])[C:14]2[CH:19]=[CH:18][C:17]([F:20])=[CH:16][CH:15]=2)[N:4]=1. Given the reactants [F:1][C:2]([F:21])([C:14]1[CH:19]=[CH:18][C:17]([F:20])=[CH:16][CH:15]=1)[C:3]1[NH:4][C:5](=O)[C:6]2[CH:11]=[C:10]([CH3:12])[S:9][C:7]=2[N:8]=1.O=P(Cl)(Cl)[Cl:24], predict the reaction product. (5) Given the reactants [O:1]=[S:2]1(=[O:16])[CH2:7][CH2:6][CH2:5][CH2:4][N:3]1[C:8]1[CH:15]=[CH:14][CH:13]=[CH:12][C:9]=1[C:10]#[N:11].Cl.[CH3:18][NH:19][OH:20].C(=O)([O-])[O-].[Na+].[Na+], predict the reaction product. The product is: [O:1]=[S:2]1(=[O:16])[CH2:7][CH2:6][CH2:5][CH2:4][N:3]1[C:8]1[CH:15]=[CH:14][CH:13]=[CH:12][C:9]=1[C:10]([N:19]([OH:20])[CH3:18])=[NH:11].